This data is from Full USPTO retrosynthesis dataset with 1.9M reactions from patents (1976-2016). The task is: Predict the reactants needed to synthesize the given product. (1) Given the product [N:19]1[CH:24]=[CH:23][CH:22]=[C:21]([C:2]2[CH:7]=[C:6]([O:8][CH2:9][C:10]3[CH:15]=[CH:14][CH:13]=[CH:12][N:11]=3)[N:5]=[C:4]3[CH2:16][CH2:17][CH2:18][C:3]=23)[CH:20]=1, predict the reactants needed to synthesize it. The reactants are: Cl[C:2]1[CH:7]=[C:6]([O:8][CH2:9][C:10]2[CH:15]=[CH:14][CH:13]=[CH:12][N:11]=2)[N:5]=[C:4]2[CH2:16][CH2:17][CH2:18][C:3]=12.[N:19]1[CH:24]=[CH:23][CH:22]=[C:21](B(O)O)[CH:20]=1.C(Cl)Cl.C(=O)([O-])[O-].[K+].[K+]. (2) Given the product [CH3:1][C@H:2]1[CH2:7][N:6]([CH2:27][CH2:26][O:25][CH2:18][C:19]2[CH:24]=[CH:23][CH:22]=[CH:21][CH:20]=2)[CH2:5][CH2:4][N:3]1[C:8]([O:10][CH2:11][C:12]1[CH:17]=[CH:16][CH:15]=[CH:14][CH:13]=1)=[O:9], predict the reactants needed to synthesize it. The reactants are: [CH3:1][C@H:2]1[CH2:7][NH:6][CH2:5][CH2:4][N:3]1[C:8]([O:10][CH2:11][C:12]1[CH:17]=[CH:16][CH:15]=[CH:14][CH:13]=1)=[O:9].[CH2:18]([O:25][CH2:26][CH:27]=O)[C:19]1[CH:24]=[CH:23][CH:22]=[CH:21][CH:20]=1.[BH-](OC(C)=O)(OC(C)=O)OC(C)=O.[Na+]. (3) Given the product [C:11]([O:10][C:8]([N:15]1[CH2:20][CH2:19][CH:18]([N:2]([C:31]([C:29]2[CH:28]=[CH:27][C:26]3=[N:22][O:23][N:24]=[C:25]3[CH:30]=2)=[O:32])[CH3:1])[CH2:17][CH2:16]1)=[O:9])([CH3:14])([CH3:13])[CH3:12], predict the reactants needed to synthesize it. The reactants are: [CH3:1][NH2:2].Cl.CN.[OH-].[Na+].[C:8]([N:15]1[CH2:20][CH2:19][C:18](=O)[CH2:17][CH2:16]1)([O:10][C:11]([CH3:14])([CH3:13])[CH3:12])=[O:9].[N:22]1[O:23][N:24]=[C:25]2[CH:30]=[C:29]([C:31](Cl)=[O:32])[CH:28]=[CH:27][C:26]=12. (4) Given the product [Br:22][C:14]1[CH:15]=[CH:16][C:17]([C:18](=[O:19])[CH2:20][S:1][C:2]2[CH:7]=[CH:6][CH:5]=[C:4]([O:8][CH3:9])[CH:3]=2)=[CH:12][CH:13]=1, predict the reactants needed to synthesize it. The reactants are: [SH:1][C:2]1[CH:3]=[C:4]([O:8][CH3:9])[CH:5]=[CH:6][CH:7]=1.[OH-].[K+].[CH:12]1[C:17]([C:18]([CH2:20]Br)=[O:19])=[CH:16][CH:15]=[C:14]([Br:22])[CH:13]=1.CCOC(C)=O.